This data is from Experimentally validated miRNA-target interactions with 360,000+ pairs, plus equal number of negative samples. The task is: Binary Classification. Given a miRNA mature sequence and a target amino acid sequence, predict their likelihood of interaction. (1) The miRNA is hsa-miR-1246 with sequence AAUGGAUUUUUGGAGCAGG. The protein sequence of the target gene is MAVFLEAKNAHAVLKRFPRANEFLEELRQGTIERECMEEICSYEEVKEVFENKEKTMEFWKGYPNAVYSVRDPSQSSDAMYVVVPLLGVVLLIVIALFIIWRCQLQKATRHHPSYAQNRYLASRAGHNLPRVMVYRGTVHSQGESSGHREAGNNPQIVMGPSRGGRTTVRLESTLYLPELSLSRLSSATPPPSYEEVTAPQEGSSEEASVSYSDPPPKYEEIVAASPSADK. Result: 0 (no interaction). (2) The miRNA is hsa-miR-4454 with sequence GGAUCCGAGUCACGGCACCA. The protein sequence of the target gene is MGRIGISCLFPASWHFSISPVGCPRILNTNLRQIMVISVLAAAVSLLYFSVVIIRNKYGRLTRDKKFQRYLARVTDIEATDTNNPNVNYGIVVDCGSSGSRVFVYCWPRHNGNPHDLLDIRQMRDKNRKPVVMKIKPGISEFATSPEKVSDYISPLLNFAAEHVPRAKHKETPLYILCTAGMRILPESQQKAILEDLLTDIPVHFDFLFSDSHAEVISGKQEGVYAWIGINFVLGRFEHIEDDDEAVVEVNIPGSESSEAIVRKRTAGILDMGGVSTQIAYEVPKTVSFASSQQEEVAKN.... Result: 1 (interaction). (3) The protein sequence of the target gene is MAATVNLELDPIFLKALGFLHSKSKDSAEKLKALLDESLARGIDSSYRPTQKDVEPPKISSTKSLSIKQEPKTSSSLPSGSSNGKVLTAEKIKKEAEKRPADKMKDVTEGIDVPKKPRLEKPETRSSPITVQTSKDLSMADLSSFEETSADDFAMEMGLACVVCRQMTVASGNQLVECQECHNLYHQDCHKPQVTDKEVNDPRLVWYCARCTRQMKRMAQKTQKPPQKPAPTVVSVTPTVKDPLVKKPETKLKQETTFLAFKRTEVKPSTVISGNSSSNNVSSSVTSGLTGWAAFAAKTS.... Result: 1 (interaction). The miRNA is mmu-miR-466d-3p with sequence UAUACAUACACGCACACAUAG. (4) The miRNA is hsa-miR-6858-5p with sequence GUGAGGAGGGGCUGGCAGGGAC. The protein sequence of the target gene is MVGPGPTAAAAVEERQRKLQEYLAAKGKLKSQNTKPYLKSKNNCQNQPPSKSTIRPKNDVTNHVVLPVKPKRSISIKLQPRPPNTAGSQKPKLEPPKLLGKRLTSECVSSNPYSKPSSKSFQQCEAGSSTTGELSRKPVGSLNIEQLKTTKQQLTDQGNGKCIDFMNNIHVENESLDNFLKETNKENLLDILTEPERKPDPKLYTRSKPKTDSYNQTKNSLVPKQALGKSSVNSAVLKDRVNKQFVGETQSRTFPVKSQQLSRGADLARPGVKPSRTVPSHFIRTLSKVQSSKKPVVKNI.... Result: 1 (interaction). (5) The miRNA is hsa-miR-409-3p with sequence GAAUGUUGCUCGGUGAACCCCU. The protein sequence of the target gene is MTSAVVDSGGTILELSSNGVENQEESEKVSEYPAVIVEPVPSARLEQGYAAQVLVYDDETYMMQDVAEEQEVETENVETVEASVHSSNAHCTDKTIEAAEALLHMESPTCLRDSRSPVEVFVPPCVSTPEFIHAAMRPDVITETVVEVSTEESEPMDTSPIPTSPDSHEPMKKKKVGRKPKTQQSPISNGSPELGIKKKPREGKGNTTYLWEFLLDLLQDKNTCPRYIKWTQREKGIFKLVDSKAVSKLWGKHKNKPDMNYETMGRALRYYYQRGILAKVEGQRLVYQFKDMPKNIVVID.... Result: 1 (interaction).